Dataset: Catalyst prediction with 721,799 reactions and 888 catalyst types from USPTO. Task: Predict which catalyst facilitates the given reaction. (1) Reactant: [ClH:1].[CH3:2][O:3][C:4]1[CH:5]=[C:6]([CH:11]=[CH:12][C:13]=1[C:14]1[O:18][C:17]([CH3:19])=[N:16][CH:15]=1)[C:7]([NH:9][NH2:10])=[O:8].Cl[CH2:21][CH2:22][CH2:23][CH:24]([C:28]1[CH:33]=[CH:32][C:31]([F:34])=[C:30]([O:35][C:36]([F:39])([F:38])[F:37])[CH:29]=1)[C:25]([OH:27])=O.[CH2:40](N(CC)CC)C.CCOC(OC(OCC)=O)=O. Product: [Cl:1][CH2:40][CH2:21][CH2:22][CH2:23][CH:24]([C:28]1[CH:33]=[CH:32][C:31]([F:34])=[C:30]([O:35][C:36]([F:39])([F:38])[F:37])[CH:29]=1)[C:25]([NH:10][NH:9][C:7](=[O:8])[C:6]1[CH:11]=[CH:12][C:13]([C:14]2[O:18][C:17]([CH3:19])=[N:16][CH:15]=2)=[C:4]([O:3][CH3:2])[CH:5]=1)=[O:27]. The catalyst class is: 18. (2) Reactant: [CH2:1]([O:8][N:9]([CH2:12][C@@H:13]([O:34][CH2:35][C:36]1[CH:41]=[CH:40][CH:39]=[CH:38][CH:37]=1)[C@H:14]([O:26][CH2:27][C:28]1[CH:33]=[CH:32][CH:31]=[CH:30][CH:29]=1)[C@H:15]([O:18][CH2:19][C:20]1[CH:25]=[CH:24][CH:23]=[CH:22][CH:21]=1)[CH2:16][OH:17])[CH:10]=[O:11])[C:2]1[CH:7]=[CH:6][CH:5]=[CH:4][CH:3]=1.CC(OI1(OC(C)=O)(OC(C)=O)OC(=O)C2C=CC=CC1=2)=O. Product: [CH2:1]([O:8][N:9]([CH2:12][C@@H:13]([O:34][CH2:35][C:36]1[CH:37]=[CH:38][CH:39]=[CH:40][CH:41]=1)[C@H:14]([O:26][CH2:27][C:28]1[CH:33]=[CH:32][CH:31]=[CH:30][CH:29]=1)[C@H:15]([O:18][CH2:19][C:20]1[CH:21]=[CH:22][CH:23]=[CH:24][CH:25]=1)[CH:16]=[O:17])[CH:10]=[O:11])[C:2]1[CH:7]=[CH:6][CH:5]=[CH:4][CH:3]=1. The catalyst class is: 2. (3) Reactant: Cl[C:2]1[CH:7]=[N:6][CH:5]=[C:4]([CH3:8])[N:3]=1.[CH3:9][N:10]1[CH2:15][CH2:14][NH:13][CH2:12][CH2:11]1. Product: [CH3:8][C:4]1[CH:5]=[N:6][CH:7]=[C:2]([N:13]2[CH2:14][CH2:15][N:10]([CH3:9])[CH2:11][CH2:12]2)[N:3]=1. The catalyst class is: 14.